From a dataset of Full USPTO retrosynthesis dataset with 1.9M reactions from patents (1976-2016). Predict the reactants needed to synthesize the given product. (1) Given the product [C:18]([O:17][C:15]([N:11]1[CH2:12][CH2:13][CH2:14][CH:10]1[CH2:9][NH:8][C:6]1[C:5]([F:22])=[CH:4][N:3]=[C:2]([NH:36][C:33]2[CH:34]=[N:35][C:30]([N:27]3[CH2:28][CH2:29][N:24]([CH3:23])[CH2:25][CH2:26]3)=[CH:31][CH:32]=2)[N:7]=1)=[O:16])([CH3:21])([CH3:20])[CH3:19], predict the reactants needed to synthesize it. The reactants are: Cl[C:2]1[N:7]=[C:6]([NH:8][CH2:9][CH:10]2[CH2:14][CH2:13][CH2:12][N:11]2[C:15]([O:17][C:18]([CH3:21])([CH3:20])[CH3:19])=[O:16])[C:5]([F:22])=[CH:4][N:3]=1.[CH3:23][N:24]1[CH2:29][CH2:28][N:27]([C:30]2[N:35]=[CH:34][C:33]([NH2:36])=[CH:32][CH:31]=2)[CH2:26][CH2:25]1.C(O)(C(F)(F)F)=O. (2) Given the product [CH2:1]([O:3][C:4](=[O:24])[CH2:5][CH:6]1[O:10][B:9]([OH:11])[C:8]2[CH:12]=[C:13]([O:17][C:18]3[CH:23]=[N:22][CH:21]=[CH:20][N:19]=3)[CH:14]=[C:15]([O:16][CH2:33][CH2:32][NH:31][C:30]([O:29][C:25]([CH3:28])([CH3:27])[CH3:26])=[O:36])[C:7]1=2)[CH3:2], predict the reactants needed to synthesize it. The reactants are: [CH2:1]([O:3][C:4](=[O:24])[CH2:5][CH:6]1[O:10][B:9]([OH:11])[C:8]2[CH:12]=[C:13]([O:17][C:18]3[CH:23]=[N:22][CH:21]=[CH:20][N:19]=3)[CH:14]=[C:15]([OH:16])[C:7]1=2)[CH3:2].[C:25]([O:29][C:30](=[O:36])[NH:31][CH2:32][CH2:33]CBr)([CH3:28])([CH3:27])[CH3:26].C(=O)([O-])[O-].[K+].[K+].